Dataset: Full USPTO retrosynthesis dataset with 1.9M reactions from patents (1976-2016). Task: Predict the reactants needed to synthesize the given product. (1) Given the product [Cl:2][C:3]1[CH:4]=[C:5]2[C:9](=[CH:10][CH:11]=1)[NH:8][CH:7]=[C:6]2[CH2:12][CH2:13][NH:14][C:29]([CH:26]1[CH2:27][CH2:28][N:24]([C:18]2[CH:19]=[CH:20][C:21]([O:22][CH3:23])=[C:16]([F:15])[CH:17]=2)[C:25]1=[O:32])=[O:30], predict the reactants needed to synthesize it. The reactants are: Cl.[Cl:2][C:3]1[CH:4]=[C:5]2[C:9](=[CH:10][CH:11]=1)[NH:8][CH:7]=[C:6]2[CH2:12][CH2:13][NH2:14].[F:15][C:16]1[CH:17]=[C:18]([N:24]2[CH2:28][CH2:27][CH:26]([C:29](O)=[O:30])[C:25]2=[O:32])[CH:19]=[CH:20][C:21]=1[O:22][CH3:23].CN(C(ON1N=NC2C=CC=NC1=2)=[N+](C)C)C.F[P-](F)(F)(F)(F)F.C(N(CC)C(C)C)(C)C. (2) Given the product [Cl:1][C:2]1[CH:3]=[C:4]([CH2:9][N:10]2[C:14]([CH3:15])=[C:13]([C:16]([NH:19][C:20]3[S:21][C:22]4[CH:28]=[C:27]([O:29][CH3:30])[CH:26]=[CH:25][C:23]=4[N:24]=3)=[O:18])[N:12]=[N:11]2)[CH:5]=[CH:6][C:7]=1[Cl:8], predict the reactants needed to synthesize it. The reactants are: [Cl:1][C:2]1[CH:3]=[C:4]([CH2:9][N:10]2[C:14]([CH3:15])=[C:13]([C:16]([OH:18])=O)[N:12]=[N:11]2)[CH:5]=[CH:6][C:7]=1[Cl:8].[NH2:19][C:20]1[S:21][C:22]2[CH:28]=[C:27]([O:29][CH3:30])[CH:26]=[CH:25][C:23]=2[N:24]=1.CN(C(ON1N=NC2C=CC=NC1=2)=[N+](C)C)C.F[P-](F)(F)(F)(F)F.CCN(C(C)C)C(C)C. (3) Given the product [C:1]([C:5]1[CH:30]=[C:8]2[N:9]=[C:10]([CH3:29])[C:11]([CH:21]([CH2:26][CH2:27][CH3:28])[C:22]([OH:24])=[O:23])=[C:12]([C:13]3[CH:18]=[CH:17][C:16]([Cl:19])=[CH:15][C:14]=3[F:20])[N:7]2[N:6]=1)([CH3:3])([CH3:4])[CH3:2], predict the reactants needed to synthesize it. The reactants are: [C:1]([C:5]1[CH:30]=[C:8]2[N:9]=[C:10]([CH3:29])[C:11]([CH:21]([CH2:26][CH2:27][CH3:28])[C:22]([O:24]C)=[O:23])=[C:12]([C:13]3[CH:18]=[CH:17][C:16]([Cl:19])=[CH:15][C:14]=3[F:20])[N:7]2[N:6]=1)([CH3:4])([CH3:3])[CH3:2].[OH-].[Na+].C(OCC)(=O)C. (4) The reactants are: [F:1][C:2]1[N:7]=[C:6]([CH3:8])[C:5](B(O)O)=[CH:4][CH:3]=1.Br[C:13]1[CH:14]=[C:15]2[C:20](=[CH:21][CH:22]=1)[N:19]=[C:18]([NH:23][CH:24]([CH2:26][CH2:27][CH2:28][N:29]([CH2:32][CH3:33])[CH2:30][CH3:31])[CH3:25])[N:17]=[CH:16]2.C(=O)([O-])[O-].[Na+].[Na+]. Given the product [CH2:32]([N:29]([CH2:30][CH3:31])[CH2:28][CH2:27][CH2:26][CH:24]([NH:23][C:18]1[N:17]=[CH:16][C:15]2[C:20](=[CH:21][CH:22]=[C:13]([C:5]3[C:6]([CH3:8])=[N:7][C:2]([F:1])=[CH:3][CH:4]=3)[CH:14]=2)[N:19]=1)[CH3:25])[CH3:33], predict the reactants needed to synthesize it. (5) Given the product [CH3:1][C:2]1[CH:7]=[C:6]([CH2:8][OH:9])[CH:5]=[CH:4][N:3]=1, predict the reactants needed to synthesize it. The reactants are: [CH3:1][C:2]1[CH:7]=[C:6]([CH2:8][O:9]C(=O)C)[CH:5]=[CH:4][N:3]=1.[OH-].[NH4+]. (6) The reactants are: [CH2:1]=O.[Br:3][C:4]1[CH:5]=[C:6]([CH2:12][CH2:13][NH2:14])[CH:7]=[C:8]([O:10][CH3:11])[CH:9]=1. Given the product [Br:3][C:4]1[CH:9]=[C:8]([O:10][CH3:11])[CH:7]=[C:6]2[C:5]=1[CH2:1][NH:14][CH2:13][CH2:12]2, predict the reactants needed to synthesize it. (7) Given the product [F:1][C:2]1[CH:3]=[C:4]2[C:9](=[CH:10][C:11]=1[CH3:12])[N:8]([CH2:17][CH2:18][CH2:19][N:28]1[CH2:29][CH2:30][CH:25]([O:24][CH2:21][CH2:22][CH3:23])[CH2:26][CH2:27]1)[C:7](=[O:13])[CH2:6][CH2:5]2, predict the reactants needed to synthesize it. The reactants are: [F:1][C:2]1[CH:3]=[C:4]2[C:9](=[CH:10][C:11]=1[CH3:12])[NH:8][C:7](=[O:13])[CH2:6][CH2:5]2.[H-].[Na+].Cl[CH2:17][CH2:18][CH2:19]I.[CH2:21]([O:24][CH:25]1[CH2:30][CH2:29][NH:28][CH2:27][CH2:26]1)[CH2:22][CH3:23].[Na+].[I-].C([O-])([O-])=O.[K+].[K+]. (8) Given the product [C:6]([C@H:8]1[CH2:11][C@@H:10]([C:12]([O:14][C@H:15]2[CH2:32][CH2:31][C@@:30]3([CH3:33])[C@@H:17]([CH2:18][CH2:19][C@:20]4([CH3:44])[C@@H:29]3[CH2:28][CH2:27][C@H:26]3[C@@:21]4([CH3:43])[CH2:22][CH2:23][C@@:24]4([C:40]([OH:42])=[O:41])[CH2:36][CH2:35][C@@H:34]([C:37]([CH3:39])=[CH2:38])[C@@H:25]43)[C:16]2([CH3:46])[CH3:45])=[O:13])[C:9]1([CH3:48])[CH3:47])([OH:7])=[O:5], predict the reactants needed to synthesize it. The reactants are: C([O:5][C:6]([C@H:8]1[CH2:11][C@@H:10]([C:12]([O:14][C@H:15]2[CH2:32][CH2:31][C@@:30]3([CH3:33])[C@@H:17]([CH2:18][CH2:19][C@:20]4([CH3:44])[C@@H:29]3[CH2:28][CH2:27][C@H:26]3[C@@:21]4([CH3:43])[CH2:22][CH2:23][C@@:24]4([C:40]([OH:42])=[O:41])[CH2:36][CH2:35][C@@H:34]([C:37]([CH3:39])=[CH2:38])[C@@H:25]43)[C:16]2([CH3:46])[CH3:45])=[O:13])[C:9]1([CH3:48])[CH3:47])=[O:7])(C)(C)C.